This data is from Forward reaction prediction with 1.9M reactions from USPTO patents (1976-2016). The task is: Predict the product of the given reaction. (1) The product is: [C:32]([O:31][C:30](=[O:36])[N:29]([CH2:2][C:3]1[N:4]=[C:5]2[CH:10]=[CH:9][C:8]([F:11])=[CH:7][N:6]2[CH:12]=1)[C@H:26]1[CH2:27][CH2:28][C@@H:23]([N:20]2[C:21](=[O:22])[C:16]3[CH:15]=[C:14]([F:13])[CH:46]=[N:45][C:17]=3[N:18]([C:38]3[CH:43]=[CH:42][CH:41]=[C:40]([I:44])[CH:39]=3)[C:19]2=[O:37])[CH2:24][CH2:25]1)([CH3:35])([CH3:33])[CH3:34]. Given the reactants Cl[CH2:2][C:3]1[N:4]=[C:5]2[CH:10]=[CH:9][C:8]([F:11])=[CH:7][N:6]2[CH:12]=1.[F:13][C:14]1[CH:46]=[N:45][C:17]2[N:18]([C:38]3[CH:43]=[CH:42][CH:41]=[C:40]([I:44])[CH:39]=3)[C:19](=[O:37])[N:20]([C@@H:23]3[CH2:28][CH2:27][C@H:26]([NH:29][C:30](=[O:36])[O:31][C:32]([CH3:35])([CH3:34])[CH3:33])[CH2:25][CH2:24]3)[C:21](=[O:22])[C:16]=2[CH:15]=1.CCN(C(C)C)C(C)C.C(=O)(OC(C)(C)C)OC(C)(C)C, predict the reaction product. (2) Given the reactants F[C:2]1[CH:7]=[CH:6][C:5]([NH:8][C:9](=[O:12])[O:10][CH3:11])=[CH:4][C:3]=1[N+:13]([O-:15])=[O:14].[CH:16]1([CH2:19][NH2:20])[CH2:18][CH2:17]1, predict the reaction product. The product is: [CH:16]1([CH2:19][NH:20][C:2]2[CH:7]=[CH:6][C:5]([NH:8][C:9](=[O:12])[O:10][CH3:11])=[CH:4][C:3]=2[N+:13]([O-:15])=[O:14])[CH2:18][CH2:17]1. (3) Given the reactants Cl.[CH3:2][C:3]1[S:4][CH:5]=[C:6]([C:8]2[C:9](=[O:15])[NH:10][C:11](=[O:14])[NH:12][CH:13]=2)[N:7]=1.C([O-])([O-])=O.[K+].[K+].Br[CH2:23][CH2:24][CH:25]([O:28][CH3:29])[O:26][CH3:27].Cl, predict the reaction product. The product is: [CH3:27][O:26][CH:25]([O:28][CH3:29])[CH2:24][CH2:23][N:12]1[CH:13]=[C:8]([C:6]2[N:7]=[C:3]([CH3:2])[S:4][CH:5]=2)[C:9](=[O:15])[NH:10][C:11]1=[O:14]. (4) Given the reactants Br[C:2]1[CH:3]=[C:4]2[C:8](=[CH:9][CH:10]=1)[C:7](=[O:11])[N:6]([CH:12]1[CH2:17][CH2:16][C:15](=[O:18])[NH:14][C:13]1=[O:19])[CH2:5]2.[CH3:20][N:21](C)C=O, predict the reaction product. The product is: [O:19]=[C:13]1[CH:12]([N:6]2[CH2:5][C:4]3[C:8](=[CH:9][CH:10]=[C:2]([C:20]#[N:21])[CH:3]=3)[C:7]2=[O:11])[CH2:17][CH2:16][C:15](=[O:18])[NH:14]1. (5) Given the reactants [OH:1][CH2:2][C:3]1[CH:8]=[C:7]([C:9]([F:12])([F:11])[F:10])[N:6]=[C:5]([O:13][C@@H:14]2[CH2:19][CH2:18][C@H:17]([N:20]3[CH2:23][C:22]([CH2:46][C:47]#[N:48])([N:24]4[CH:28]=[C:27]([C:29]5[C:30]6[CH:37]=[CH:36][N:35]([CH2:38][O:39][CH2:40][CH2:41][Si:42]([CH3:45])([CH3:44])[CH3:43])[C:31]=6[N:32]=[CH:33][N:34]=5)[CH:26]=[N:25]4)[CH2:21]3)[CH2:16][CH2:15]2)[CH:4]=1.C(N(CC)C(C)C)(C)C.[CH3:58][S:59](Cl)(=[O:61])=[O:60].CCOC(C)=O, predict the reaction product. The product is: [CH3:58][S:59]([O:1][CH2:2][C:3]1[CH:8]=[C:7]([C:9]([F:11])([F:10])[F:12])[N:6]=[C:5]([O:13][C@H:14]2[CH2:15][CH2:16][C@@H:17]([N:20]3[CH2:21][C:22]([CH2:46][C:47]#[N:48])([N:24]4[CH:28]=[C:27]([C:29]5[C:30]6[CH:37]=[CH:36][N:35]([CH2:38][O:39][CH2:40][CH2:41][Si:42]([CH3:43])([CH3:44])[CH3:45])[C:31]=6[N:32]=[CH:33][N:34]=5)[CH:26]=[N:25]4)[CH2:23]3)[CH2:18][CH2:19]2)[CH:4]=1)(=[O:61])=[O:60]. (6) The product is: [CH3:28][N:2]([CH3:1])[CH2:3][CH2:4][CH2:5][C:6]1[CH:15]=[C:14]2[C:9]([CH:10]=[CH:11][N:12]([C:17]3[CH:18]=[C:19]([CH:24]=[CH:25][C:26]=3[CH3:27])[C:20]([O:22][CH3:23])=[O:21])[C:13]2=[O:16])=[CH:8][CH:7]=1. Given the reactants [CH3:1][N:2]([CH3:28])[CH2:3][C:4]#[C:5][C:6]1[CH:15]=[C:14]2[C:9]([CH:10]=[CH:11][N:12]([C:17]3[CH:18]=[C:19]([CH:24]=[CH:25][C:26]=3[CH3:27])[C:20]([O:22][CH3:23])=[O:21])[C:13]2=[O:16])=[CH:8][CH:7]=1.CO.C(OCC)(=O)C, predict the reaction product.